Dataset: Forward reaction prediction with 1.9M reactions from USPTO patents (1976-2016). Task: Predict the product of the given reaction. The product is: [Cl:25][C:3]1[C:4]2[CH2:10][CH2:9][N:8]([C:11]([O:13][CH2:14][CH3:15])=[O:12])[CH2:7][CH2:6][C:5]=2[CH:16]=[C:17]2[C:2]=1[NH:1][C:20](=[O:21])[CH2:19][CH2:18]2. Given the reactants [NH2:1][C:2]1[C:17](/[CH:18]=[CH:19]/[C:20](OCC)=[O:21])=[CH:16][C:5]2[CH2:6][CH2:7][N:8]([C:11]([O:13][CH2:14][CH3:15])=[O:12])[CH2:9][CH2:10][C:4]=2[C:3]=1[Cl:25], predict the reaction product.